This data is from Peptide-MHC class II binding affinity with 134,281 pairs from IEDB. The task is: Regression. Given a peptide amino acid sequence and an MHC pseudo amino acid sequence, predict their binding affinity value. This is MHC class II binding data. (1) The peptide sequence is KGSNEKHLAVLVKYE. The MHC is HLA-DQA10101-DQB10501 with pseudo-sequence HLA-DQA10101-DQB10501. The binding affinity (normalized) is 0. (2) The peptide sequence is GLALSHLNAMSKVRK. The MHC is HLA-DQA10303-DQB10402 with pseudo-sequence HLA-DQA10303-DQB10402. The binding affinity (normalized) is 0.272. (3) The binding affinity (normalized) is 0.936. The MHC is HLA-DPA10103-DPB10601 with pseudo-sequence HLA-DPA10103-DPB10601. The peptide sequence is EKHYFAATQFEPLAA.